Dataset: Forward reaction prediction with 1.9M reactions from USPTO patents (1976-2016). Task: Predict the product of the given reaction. (1) Given the reactants C([O:3][C:4](=[O:34])[CH:5]([C:10]1[CH:11]=[C:12]([C:24]2[CH:29]=[CH:28][C:27]([C:30]([F:33])([F:32])[F:31])=[CH:26][CH:25]=2)[CH:13]=[C:14](OS(C(F)(F)F)(=O)=O)[CH:15]=1)[CH2:6][CH:7]([CH3:9])[CH3:8])C.[Cl:35][C:36]1[CH:41]=[CH:40][C:39](B(O)O)=[CH:38][C:37]=1[C:45]([F:48])([F:47])[F:46], predict the reaction product. The product is: [Cl:35][C:36]1[CH:41]=[CH:40][C:39]([C:14]2[CH:15]=[C:10]([CH:5]([CH2:6][CH:7]([CH3:8])[CH3:9])[C:4]([OH:3])=[O:34])[CH:11]=[C:12]([C:24]3[CH:25]=[CH:26][C:27]([C:30]([F:31])([F:32])[F:33])=[CH:28][CH:29]=3)[CH:13]=2)=[CH:38][C:37]=1[C:45]([F:46])([F:47])[F:48]. (2) The product is: [Br:7][C:6]1[NH:5][C:4]([C:8]2[O:9][CH2:12][CH2:11][N:10]=2)=[CH:3][C:2]=1[Br:1]. Given the reactants [Br:1][C:2]1[CH:3]=[C:4]([C:8]([NH:10][CH2:11][CH2:12]CO)=[O:9])[NH:5][C:6]=1[Br:7], predict the reaction product.